From a dataset of Reaction yield outcomes from USPTO patents with 853,638 reactions. Predict the reaction yield, written as a fraction of the theoretical maximum amount of product (1.0 means a 100% yield; for example, 0.34 means a 34% yield). (1) The reactants are [H-].[Na+].CCCCCC.[CH3:9][O:10][C:11]1[CH:17]=[CH:16][CH:15]=[C:14]([N+:18]([O-:20])=[O:19])[C:12]=1[NH2:13].[Br:21][CH2:22][C:23](Br)=[O:24]. The catalyst is C1COCC1. The product is [Br:21][CH2:22][C:23]([NH:13][C:12]1[C:14]([N+:18]([O-:20])=[O:19])=[CH:15][CH:16]=[CH:17][C:11]=1[O:10][CH3:9])=[O:24]. The yield is 0.850. (2) The product is [Br:1][C:2]1[CH:3]=[N:4][C:5]([NH:18][CH2:17][C:16]([C:13]2[CH:12]=[CH:11][C:10]([F:9])=[CH:15][CH:14]=2)([CH3:20])[CH3:19])=[N:6][CH:7]=1. The reactants are [Br:1][C:2]1[CH:3]=[N:4][C:5](F)=[N:6][CH:7]=1.[F:9][C:10]1[CH:15]=[CH:14][C:13]([C:16]([CH3:20])([CH3:19])[CH2:17][NH2:18])=[CH:12][CH:11]=1.C(=O)([O-])[O-].[K+].[K+]. The yield is 0.650. The catalyst is C(O)(C)C.